Dataset: Reaction yield outcomes from USPTO patents with 853,638 reactions. Task: Predict the reaction yield, written as a fraction of the theoretical maximum amount of product (1.0 means a 100% yield; for example, 0.34 means a 34% yield). The reactants are CCCCCC.C([Li])CCC.[CH2:12]([C:14]1[CH:22]=[CH:21][C:17]2[S:18][CH:19]=[CH:20][C:16]=2[CH:15]=1)[CH3:13].[Br:23][C:24]1[C:33]2[C:28](=[CH:29][CH:30]=[CH:31][CH:32]=2)[CH:27]=[C:26]([CH:34]=[O:35])[CH:25]=1.[Cl-].[NH4+]. The catalyst is C1COCC1. The product is [Br:23][C:24]1[C:33]2[C:28](=[CH:29][CH:30]=[CH:31][CH:32]=2)[CH:27]=[C:26]([CH:34]([C:19]2[S:18][C:17]3[CH:21]=[CH:22][C:14]([CH2:12][CH3:13])=[CH:15][C:16]=3[CH:20]=2)[OH:35])[CH:25]=1. The yield is 0.900.